This data is from Catalyst prediction with 721,799 reactions and 888 catalyst types from USPTO. The task is: Predict which catalyst facilitates the given reaction. (1) Product: [Cl:72][C:73]1[C:78]([NH:79][C:2]2[CH:7]=[CH:6][C:5]([S:8]([NH:11][CH2:12][CH:13]3[CH2:15][CH2:14]3)(=[O:10])=[O:9])=[C:4]([C:16]([F:19])([F:18])[F:17])[CH:3]=2)=[CH:77][CH:76]=[CH:75][N:74]=1. Reactant: Br[C:2]1[CH:7]=[CH:6][C:5]([S:8]([NH:11][CH2:12][CH:13]2[CH2:15][CH2:14]2)(=[O:10])=[O:9])=[C:4]([C:16]([F:19])([F:18])[F:17])[CH:3]=1.C1C=CC(P(C2C(C3C(P(C4C=CC=CC=4)C4C=CC=CC=4)=CC=C4C=3C=CC=C4)=C3C(C=CC=C3)=CC=2)C2C=CC=CC=2)=CC=1.C(=O)([O-])[O-].[Cs+].[Cs+].[Cl:72][C:73]1[C:78]([NH2:79])=[CH:77][CH:76]=[CH:75][N:74]=1. The catalyst class is: 222. (2) Reactant: [Cl:1][C:2]1[CH:3]=[C:4]([OH:9])[CH:5]=[CH:6][C:7]=1[Cl:8].F[C:11]1[CH:21]=[CH:20][C:14]([C:15]([O:17][CH2:18][CH3:19])=[O:16])=[CH:13][CH:12]=1.C([O-])([O-])=O.[Cs+].[Cs+]. Product: [Cl:1][C:2]1[CH:3]=[C:4]([CH:5]=[CH:6][C:7]=1[Cl:8])[O:9][C:11]1[CH:21]=[CH:20][C:14]([C:15]([O:17][CH2:18][CH3:19])=[O:16])=[CH:13][CH:12]=1. The catalyst class is: 3. (3) Reactant: [Br:1][C:2]1[CH:7]=[CH:6][C:5](/[CH:8]=[CH:9]/[CH2:10][OH:11])=[CH:4][CH:3]=1.[Cr](O[Cr]([O-])(=O)=O)([O-])(=O)=O.[NH+]1C=CC=CC=1.[NH+]1C=CC=CC=1.CCCCCC. Product: [Br:1][C:2]1[CH:3]=[CH:4][C:5](/[CH:8]=[CH:9]/[CH:10]=[O:11])=[CH:6][CH:7]=1. The catalyst class is: 4. (4) Reactant: [Cl:1][C:2]1[CH:32]=[CH:31][C:5]([CH2:6][N:7]2[C:11]3[CH:12]=[C:13]([N:17]4[CH2:22][CH2:21][NH:20][CH2:19][CH2:18]4)[C:14]([F:16])=[CH:15][C:10]=3[N:9]=[C:8]2[CH2:23][O:24][C:25]2[CH:30]=[CH:29][CH:28]=[CH:27][CH:26]=2)=[CH:4][CH:3]=1.[C:33](Cl)(=[O:38])[CH2:34][CH2:35][CH2:36][CH3:37]. Product: [Cl:1][C:2]1[CH:32]=[CH:31][C:5]([CH2:6][N:7]2[C:11]3[CH:12]=[C:13]([N:17]4[CH2:22][CH2:21][N:20]([C:33](=[O:38])[CH2:34][CH2:35][CH2:36][CH3:37])[CH2:19][CH2:18]4)[C:14]([F:16])=[CH:15][C:10]=3[N:9]=[C:8]2[CH2:23][O:24][C:25]2[CH:30]=[CH:29][CH:28]=[CH:27][CH:26]=2)=[CH:4][CH:3]=1. The catalyst class is: 4. (5) Reactant: [CH2:1]([NH:6][C:7](=[O:9])[CH3:8])[CH2:2][CH2:3][CH2:4][CH3:5].N1C=CC=CC=1.[CH:16]1([C:19](Cl)=[O:20])[CH2:18][CH2:17]1. Product: [C:7]([N:6]([CH2:1][CH2:2][CH2:3][CH2:4][CH3:5])[C:19]([CH:16]1[CH2:18][CH2:17]1)=[O:20])(=[O:9])[CH3:8]. The catalyst class is: 26. (6) Reactant: [CH2:1]([O:8][C:9]([N:11]1[CH2:17][CH2:16][CH2:15][CH:14]([NH:18][C:19](=[O:33])[C@@H:20]([NH:25]C(OC(C)(C)C)=O)[CH2:21][CH:22]([CH3:24])[CH3:23])[CH:13]([OH:34])[CH2:12]1)=[O:10])[C:2]1[CH:7]=[CH:6][CH:5]=[CH:4][CH:3]=1.Cl. Product: [CH2:1]([O:8][C:9]([N:11]1[CH2:17][CH2:16][CH2:15][CH:14]([NH:18][C:19](=[O:33])[C@@H:20]([NH2:25])[CH2:21][CH:22]([CH3:24])[CH3:23])[CH:13]([OH:34])[CH2:12]1)=[O:10])[C:2]1[CH:7]=[CH:6][CH:5]=[CH:4][CH:3]=1. The catalyst class is: 71. (7) Reactant: C(OC([N:8]1[CH2:13][CH2:12][CH2:11][C@H:10]([O:14][CH2:15][C:16]2[CH:21]=[CH:20][CH:19]=[CH:18][C:17]=2[C:22]([N:24]2[CH2:38][C:27]3=[C:28]4[N:33]([N:34]=[C:26]3[CH2:25]2)[C:32]([CH3:35])=[C:31]([Cl:36])[C:30]([CH3:37])=[N:29]4)=[O:23])[CH2:9]1)=O)(C)(C)C.C(O)(C(F)(F)F)=O. Product: [Cl:36][C:31]1[C:30]([CH3:37])=[N:29][C:28]2[N:33]([N:34]=[C:26]3[CH2:25][N:24]([C:22]([C:17]4[CH:18]=[CH:19][CH:20]=[CH:21][C:16]=4[CH2:15][O:14][C@H:10]4[CH2:11][CH2:12][CH2:13][NH:8][CH2:9]4)=[O:23])[CH2:38][C:27]3=2)[C:32]=1[CH3:35]. The catalyst class is: 2.